This data is from Peptide-MHC class II binding affinity with 134,281 pairs from IEDB. The task is: Regression. Given a peptide amino acid sequence and an MHC pseudo amino acid sequence, predict their binding affinity value. This is MHC class II binding data. (1) The peptide sequence is GYITTNVLREILKEL. The MHC is DRB5_0101 with pseudo-sequence DRB5_0101. The binding affinity (normalized) is 0.443. (2) The MHC is HLA-DPA10201-DPB10101 with pseudo-sequence HLA-DPA10201-DPB10101. The binding affinity (normalized) is 1.00. The peptide sequence is EKKYFAANQFEPLAA.